Dataset: Forward reaction prediction with 1.9M reactions from USPTO patents (1976-2016). Task: Predict the product of the given reaction. Given the reactants [Cl:1][C:2]1[CH:27]=[CH:26][C:5]([O:6][C:7]2[CH:12]=[CH:11][CH:10]=[CH:9][C:8]=2[NH:13][S:14]([C:17]2[CH:25]=[CH:24][C:20]([C:21](O)=[O:22])=[CH:19][CH:18]=2)(=[O:16])=[O:15])=[C:4]([O:28][CH3:29])[CH:3]=1.[N:30]1([CH:36]2[CH2:41][CH2:40][N:39]([C:42]3[CH:47]=[CH:46][C:45]([NH2:48])=[CH:44][CH:43]=3)[CH2:38][CH2:37]2)[CH2:35][CH2:34][CH2:33][CH2:32][CH2:31]1, predict the reaction product. The product is: [N:30]1([CH:36]2[CH2:41][CH2:40][N:39]([C:42]3[CH:43]=[CH:44][C:45]([NH:48][C:21](=[O:22])[C:20]4[CH:24]=[CH:25][C:17]([S:14](=[O:15])(=[O:16])[NH:13][C:8]5[CH:9]=[CH:10][CH:11]=[CH:12][C:7]=5[O:6][C:5]5[CH:26]=[CH:27][C:2]([Cl:1])=[CH:3][C:4]=5[O:28][CH3:29])=[CH:18][CH:19]=4)=[CH:46][CH:47]=3)[CH2:38][CH2:37]2)[CH2:31][CH2:32][CH2:33][CH2:34][CH2:35]1.